From a dataset of Full USPTO retrosynthesis dataset with 1.9M reactions from patents (1976-2016). Predict the reactants needed to synthesize the given product. (1) Given the product [CH2:25]([O:28][C@@H:29]([CH3:53])[CH2:30][C@@H:31]([CH3:52])[CH:32]([NH:44][C:45](=[O:46])[O:47][C:48]([CH3:49])([CH3:50])[CH3:51])[C:33]([N:35]1[CH2:39][C@H:38]([OH:40])[CH2:37][C@H:36]1[C:41](=[O:43])[NH:65][C@:66]1([C:71](=[O:72])[NH:73][S:74]([CH:77]2[CH2:79][CH2:78]2)(=[O:76])=[O:75])[CH2:68][C@H:67]1[CH:69]=[CH2:70])=[O:34])[CH:26]=[CH2:27], predict the reactants needed to synthesize it. The reactants are: CN(C(ON1N=NC2C=CC=NC1=2)=[N+](C)C)C.F[P-](F)(F)(F)(F)F.[CH2:25]([O:28][C@@H:29]([CH3:53])[CH2:30][C@@H:31]([CH3:52])[CH:32]([NH:44][C:45]([O:47][C:48]([CH3:51])([CH3:50])[CH3:49])=[O:46])[C:33]([N:35]1[CH2:39][C@H:38]([OH:40])[CH2:37][C@H:36]1[C:41]([OH:43])=O)=[O:34])[CH:26]=[CH2:27].C1(C)C=CC(S(O)(=O)=O)=CC=1.[NH2:65][C@:66]1([C:71]([NH:73][S:74]([CH:77]2[CH2:79][CH2:78]2)(=[O:76])=[O:75])=[O:72])[CH2:68][C@H:67]1[CH:69]=[CH2:70]. (2) Given the product [NH2:23][C:24]1[N:29]=[CH:28][N:27]=[C:26]2[N:30]([CH:34]3[CH2:35][CH2:36][C:37](=[O:40])[CH2:38][CH2:39]3)[N:31]=[C:32]([C:9]3[CH:10]=[CH:11][C:12]([O:15][C:16]4[CH:17]=[CH:18][CH:19]=[CH:20][CH:21]=4)=[CH:13][CH:14]=3)[C:25]=12, predict the reactants needed to synthesize it. The reactants are: CC1(C)C(C)(C)OB([C:9]2[CH:14]=[CH:13][C:12]([O:15][C:16]3[CH:21]=[CH:20][CH:19]=[CH:18][CH:17]=3)=[CH:11][CH:10]=2)O1.[NH2:23][C:24]1[N:29]=[CH:28][N:27]=[C:26]2[N:30]([CH:34]3[CH2:39][CH2:38][C:37](=[O:40])[CH2:36][CH2:35]3)[N:31]=[C:32](I)[C:25]=12.C(=O)([O-])[O-].[Na+].[Na+].ClCCl. (3) Given the product [CH2:18]([N:17]1[C:11]2[CH2:10][CH2:9][NH:8][CH2:14][CH2:13][C:12]=2[C:15]([C:25]2[CH:30]=[CH:29][CH:28]=[CH:27][CH:26]=2)=[CH:16]1)[C:19]1[CH:20]=[CH:21][CH:22]=[CH:23][CH:24]=1, predict the reactants needed to synthesize it. The reactants are: C(OC([N:8]1[CH2:14][CH2:13][C:12]2[C:15]([C:25]3[CH:30]=[CH:29][CH:28]=[CH:27][CH:26]=3)=[CH:16][N:17]([CH2:18][C:19]3[CH:24]=[CH:23][CH:22]=[CH:21][CH:20]=3)[C:11]=2[CH2:10][CH2:9]1)=O)(C)(C)C.C(N)C1C=CC=CC=1. (4) Given the product [O:25]1[CH2:26][CH2:27][N:22]([C:4]2[C:5]3[S:10][C:9]([CH2:11][N:12]4[CH2:17][CH2:16][N:15]([S:18]([CH3:21])(=[O:20])=[O:19])[CH2:14][CH2:13]4)=[CH:8][C:6]=3[N:7]=[C:2]([C:32]3[CH:33]=[CH:34][C:29]([NH2:28])=[N:30][CH:31]=3)[N:3]=2)[CH2:23][CH2:24]1, predict the reactants needed to synthesize it. The reactants are: Cl[C:2]1[N:3]=[C:4]([N:22]2[CH2:27][CH2:26][O:25][CH2:24][CH2:23]2)[C:5]2[S:10][C:9]([CH2:11][N:12]3[CH2:17][CH2:16][N:15]([S:18]([CH3:21])(=[O:20])=[O:19])[CH2:14][CH2:13]3)=[CH:8][C:6]=2[N:7]=1.[NH2:28][C:29]1[CH:34]=[CH:33][C:32](B2OC(C)(C)C(C)(C)O2)=[CH:31][N:30]=1. (5) Given the product [CH:1]1([N:6]2[C:10]3[N:11]=[C:12]([NH:15][C:16]4[CH:24]=[CH:23][C:19]([C:20]([N:32]5[CH2:31][CH:30]6[N:37]([CH2:38][CH2:39][OH:40])[CH:34]([CH2:35][CH2:36]6)[CH2:33]5)=[O:21])=[CH:18][N:17]=4)[N:13]=[CH:14][C:9]=3[CH:8]=[C:7]2[C:25]([N:26]([CH3:28])[CH3:27])=[O:29])[CH2:5][CH2:4][CH2:3][CH2:2]1, predict the reactants needed to synthesize it. The reactants are: [CH:1]1([N:6]2[C:10]3[N:11]=[C:12]([NH:15][C:16]4[CH:24]=[CH:23][C:19]([C:20](O)=[O:21])=[CH:18][N:17]=4)[N:13]=[CH:14][C:9]=3[CH:8]=[C:7]2[C:25](=[O:29])[N:26]([CH3:28])[CH3:27])[CH2:5][CH2:4][CH2:3][CH2:2]1.[CH:30]12[N:37]([CH2:38][CH2:39][OH:40])[CH:34]([CH2:35][CH2:36]1)[CH2:33][NH:32][CH2:31]2. (6) Given the product [CH2:1]([C:3]1([CH2:14][C:15]([OH:23])=[O:16])[C:11]2[C:6](=[CH:7][CH:8]=[C:9]([O:12][CH3:13])[CH:10]=2)[CH2:5][CH2:4]1)[CH3:2], predict the reactants needed to synthesize it. The reactants are: [CH2:1]([C:3]1([CH:14]2C(=O)OC(C)(C)[O:16][C:15]2=[O:23])[C:11]2[C:6](=[CH:7][CH:8]=[C:9]([O:12][CH3:13])[CH:10]=2)[CH2:5][CH2:4]1)[CH3:2].CN(C=O)C.O.